Dataset: NCI-60 drug combinations with 297,098 pairs across 59 cell lines. Task: Regression. Given two drug SMILES strings and cell line genomic features, predict the synergy score measuring deviation from expected non-interaction effect. (1) Drug 1: CC=C1C(=O)NC(C(=O)OC2CC(=O)NC(C(=O)NC(CSSCCC=C2)C(=O)N1)C(C)C)C(C)C. Drug 2: C1CNP(=O)(OC1)N(CCCl)CCCl. Cell line: HL-60(TB). Synergy scores: CSS=70.0, Synergy_ZIP=-2.67, Synergy_Bliss=-4.42, Synergy_Loewe=-51.1, Synergy_HSA=-6.17. (2) Drug 1: C1=C(C(=O)NC(=O)N1)F. Drug 2: C1CNP(=O)(OC1)N(CCCl)CCCl. Cell line: SF-295. Synergy scores: CSS=25.6, Synergy_ZIP=0.0118, Synergy_Bliss=-3.33, Synergy_Loewe=-18.3, Synergy_HSA=-4.07. (3) Drug 1: CC1C(C(CC(O1)OC2CC(CC3=C2C(=C4C(=C3O)C(=O)C5=C(C4=O)C(=CC=C5)OC)O)(C(=O)CO)O)N)O.Cl. Cell line: CAKI-1. Drug 2: CC12CCC3C(C1CCC2=O)CC(=C)C4=CC(=O)C=CC34C. Synergy scores: CSS=2.36, Synergy_ZIP=-0.360, Synergy_Bliss=0.853, Synergy_Loewe=-1.09, Synergy_HSA=-0.164. (4) Drug 1: C1CCC(C1)C(CC#N)N2C=C(C=N2)C3=C4C=CNC4=NC=N3. Drug 2: CC12CCC3C(C1CCC2O)C(CC4=C3C=CC(=C4)O)CCCCCCCCCS(=O)CCCC(C(F)(F)F)(F)F. Cell line: SR. Synergy scores: CSS=51.6, Synergy_ZIP=2.87, Synergy_Bliss=4.59, Synergy_Loewe=0.336, Synergy_HSA=0.880. (5) Drug 1: COC1=CC(=CC(=C1O)OC)C2C3C(COC3=O)C(C4=CC5=C(C=C24)OCO5)OC6C(C(C7C(O6)COC(O7)C8=CC=CS8)O)O. Drug 2: C1C(C(OC1N2C=NC3=C2NC=NCC3O)CO)O. Cell line: HL-60(TB). Synergy scores: CSS=45.5, Synergy_ZIP=-1.76, Synergy_Bliss=-4.07, Synergy_Loewe=-40.4, Synergy_HSA=-3.35. (6) Drug 1: C1=C(C(=O)NC(=O)N1)F. Drug 2: CC(C)CN1C=NC2=C1C3=CC=CC=C3N=C2N. Cell line: RXF 393. Synergy scores: CSS=31.5, Synergy_ZIP=2.78, Synergy_Bliss=1.01, Synergy_Loewe=0.0419, Synergy_HSA=0.148.